This data is from Forward reaction prediction with 1.9M reactions from USPTO patents (1976-2016). The task is: Predict the product of the given reaction. Given the reactants [F:1][C:2]1[C:11]2[O:10][CH2:9][CH:8]([NH:12][CH2:13][CH2:14][CH2:15][C:16]3[C:24]4[C:19](=[CH:20][CH:21]=[C:22]([F:25])[CH:23]=4)[NH:18][CH:17]=3)[CH2:7][C:6]=2[C:5]([C:26]([O:28][CH3:29])=[O:27])=[CH:4][CH:3]=1.[C:30]1(=O)[CH2:33][CH2:32][CH2:31]1.C(O)(=O)C.C([BH3-])#N.[Na+], predict the reaction product. The product is: [CH:30]1([N:12]([CH2:13][CH2:14][CH2:15][C:16]2[C:24]3[C:19](=[CH:20][CH:21]=[C:22]([F:25])[CH:23]=3)[NH:18][CH:17]=2)[CH:8]2[CH2:7][C:6]3[C:5]([C:26]([O:28][CH3:29])=[O:27])=[CH:4][CH:3]=[C:2]([F:1])[C:11]=3[O:10][CH2:9]2)[CH2:33][CH2:32][CH2:31]1.